Dataset: Reaction yield outcomes from USPTO patents with 853,638 reactions. Task: Predict the reaction yield, written as a fraction of the theoretical maximum amount of product (1.0 means a 100% yield; for example, 0.34 means a 34% yield). (1) The reactants are [C:1]([C:3]1[CH:8]=[CH:7][C:6]([N:9]2[C:16](=[O:17])[C:12]3([CH2:15][CH2:14][CH2:13]3)[N:11]([C:18]3[CH:23]=[CH:22][C:21]([CH2:24]OS(C)(=O)=O)=[CH:20][CH:19]=3)[C:10]2=[S:30])=[CH:5][C:4]=1[C:31]([F:34])([F:33])[F:32])#[N:2].[CH3:35][NH:36][CH3:37]. The catalyst is C1COCC1. The product is [CH3:35][N:36]([CH2:24][C:21]1[CH:20]=[CH:19][C:18]([N:11]2[C:10](=[S:30])[N:9]([C:6]3[CH:7]=[CH:8][C:3]([C:1]#[N:2])=[C:4]([C:31]([F:32])([F:34])[F:33])[CH:5]=3)[C:16](=[O:17])[C:12]32[CH2:15][CH2:14][CH2:13]3)=[CH:23][CH:22]=1)[CH3:37]. The yield is 0.950. (2) The reactants are [C:1]([O:5][C:6]([NH:8][CH:9]([C@H:16]1[CH2:20][N:19]([C@@H:21]([C:23]2[CH:28]=[CH:27][CH:26]=[CH:25][CH:24]=2)[CH3:22])[C:18](=O)[CH2:17]1)[C:10]1[CH:15]=[CH:14][CH:13]=[CH:12][CH:11]=1)=[O:7])([CH3:4])([CH3:3])[CH3:2]. The catalyst is O1CCCC1. The product is [C:1]([O:5][C:6]([NH:8][CH:9]([C@@H:16]1[CH2:17][CH2:18][N:19]([C@@H:21]([C:23]2[CH:24]=[CH:25][CH:26]=[CH:27][CH:28]=2)[CH3:22])[CH2:20]1)[C:10]1[CH:15]=[CH:14][CH:13]=[CH:12][CH:11]=1)=[O:7])([CH3:2])([CH3:3])[CH3:4]. The yield is 0.880. (3) The reactants are [N:1]1[CH:6]=[CH:5][CH:4]=[CH:3][C:2]=1[NH:7][C:8](=[O:13])[C:9]([CH3:12])([CH3:11])[CH3:10].[Li]CCCC.CON(C)[C:22](=[O:24])[CH3:23]. The catalyst is C1COCC1. The product is [C:22]([C:3]1[C:2]([NH:7][C:8](=[O:13])[C:9]([CH3:10])([CH3:12])[CH3:11])=[N:1][CH:6]=[CH:5][CH:4]=1)(=[O:24])[CH3:23]. The yield is 0.650. (4) The reactants are [O:1]=[C:2]1[CH2:7][CH2:6][CH:5]([C:8]([O:10][CH2:11][CH3:12])=[O:9])[CH2:4][CH2:3]1.CO[CH:15](OC)[N:16]([CH3:18])[CH3:17].C(N(CC)CC)C. No catalyst specified. The product is [CH3:15][N:16]([CH:18]=[C:3]1[C:2](=[O:1])[CH2:7][CH2:6][CH:5]([C:8]([O:10][CH2:11][CH3:12])=[O:9])[CH2:4]1)[CH3:17]. The yield is 0.720.